From a dataset of Forward reaction prediction with 1.9M reactions from USPTO patents (1976-2016). Predict the product of the given reaction. (1) Given the reactants Br[C:2]1[CH:10]=[CH:9][CH:8]=[C:7]2[C:3]=1[CH:4]=[CH:5][NH:6]2.[CH3:11][C:12]1(C)C(C)(C)OB(C=C)O1.C([O-])([O-])=O.[Na+].[Na+], predict the reaction product. The product is: [CH:11]([C:2]1[CH:10]=[CH:9][CH:8]=[C:7]2[C:3]=1[CH:4]=[CH:5][NH:6]2)=[CH2:12]. (2) Given the reactants [CH2:1]([NH:8][CH3:9])[C:2]1[CH:7]=[CH:6][CH:5]=[CH:4][CH:3]=1.[C:10]([O:15][CH3:16])(=[O:14])/[CH:11]=[CH:12]/[CH3:13], predict the reaction product. The product is: [CH3:16][O:15][C:10](=[O:14])[CH2:11][CH:12]([N:8]([CH2:1][C:2]1[CH:7]=[CH:6][CH:5]=[CH:4][CH:3]=1)[CH3:9])[CH3:13]. (3) Given the reactants [CH2:1]([O:3][CH:4]([O:13][CH2:14][CH3:15])[C:5]1[CH:12]=[CH:11][C:8]([CH:9]=O)=[CH:7][CH:6]=1)[CH3:2].[CH2:16]([NH2:23])[CH2:17][CH2:18][CH2:19][CH2:20][CH2:21][NH2:22].[BH4-].[Na+], predict the reaction product. The product is: [CH2:1]([O:3][CH:4]([O:13][CH2:14][CH3:15])[C:5]1[CH:12]=[CH:11][C:8]([CH2:9][NH:22][CH2:21][CH2:20][CH2:19][CH2:18][CH2:17][CH2:16][NH2:23])=[CH:7][CH:6]=1)[CH3:2]. (4) Given the reactants C(OC([N:8]1[C:16]2[C:11](=[CH:12][CH:13]=[C:14]([Cl:17])[CH:15]=2)/[C:10](=[CH:18]/[C:19]2[CH:24]=[CH:23][CH:22]=[C:21]([Cl:25])[CH:20]=2)/[C:9]1=[O:26])=O)(C)(C)C.C([Si](C)(C)[O:32][C@@H:33]1[CH2:38][CH2:37][C@H:36]([O:39][C:40]2[CH:45]=[CH:44][C:43]([Cl:46])=[CH:42][C:41]=2[CH:47]=[N:48][C:49]([O:51][Si](C)(C)C)=[CH2:50])[CH2:35][CH2:34]1)(C)(C)C, predict the reaction product. The product is: [Cl:17][C:14]1[CH:15]=[C:16]2[NH:8][C:9](=[O:26])[C:10]3([CH:18]([C:19]4[CH:24]=[CH:23][CH:22]=[C:21]([Cl:25])[CH:20]=4)[CH2:51][C:49](=[O:50])[NH:48][CH:47]3[C:41]3[CH:42]=[C:43]([Cl:46])[CH:44]=[CH:45][C:40]=3[O:39][C@H:36]3[CH2:35][CH2:34][C@@H:33]([OH:32])[CH2:38][CH2:37]3)[C:11]2=[CH:12][CH:13]=1. (5) Given the reactants [F:1][C:2]1[CH:3]=[C:4]([C:8]2[N:13]=[C:12]([CH3:14])[C:11]([C:15]([OH:17])=O)=[CH:10][N:9]=2)[CH:5]=[CH:6][CH:7]=1.[CH2:18]([C:20]1[C:28]2[C:23](=[CH:24][CH:25]=[C:26]([O:29][C:30]([F:33])([F:32])[F:31])[CH:27]=2)[N:22]([NH2:34])[CH:21]=1)[CH3:19].C[N+]1(C2N=C(OC)N=C(OC)N=2)CCOCC1.[Cl-], predict the reaction product. The product is: [CH2:18]([C:20]1[C:28]2[C:23](=[CH:24][CH:25]=[C:26]([O:29][C:30]([F:31])([F:33])[F:32])[CH:27]=2)[N:22]([NH:34][C:15]([C:11]2[C:12]([CH3:14])=[N:13][C:8]([C:4]3[CH:5]=[CH:6][CH:7]=[C:2]([F:1])[CH:3]=3)=[N:9][CH:10]=2)=[O:17])[CH:21]=1)[CH3:19]. (6) Given the reactants [N+:1]([C:4]1[CH:5]=[C:6]([C:10](=[O:18])[CH2:11][C:12]2[CH:17]=[CH:16][N:15]=[CH:14][CH:13]=2)[CH:7]=[CH:8][CH:9]=1)([O-:3])=[O:2].C(=O)([O-])[O-].[K+].[K+].[C:25](=[S:27])=[S:26].Br[CH2:29]Br, predict the reaction product. The product is: [S:26]1[CH2:29][S:27][C:25]1=[C:11]([C:12]1[CH:13]=[CH:14][N:15]=[CH:16][CH:17]=1)[C:10]([C:6]1[CH:7]=[CH:8][CH:9]=[C:4]([N+:1]([O-:3])=[O:2])[CH:5]=1)=[O:18].